This data is from Full USPTO retrosynthesis dataset with 1.9M reactions from patents (1976-2016). The task is: Predict the reactants needed to synthesize the given product. (1) Given the product [ClH:23].[CH3:7][C:6]1([CH3:8])[C:2]([CH3:1])([CH3:22])[O:3][B:4]([C:9]2[CH2:14][CH2:13][NH:12][CH2:11][CH:10]=2)[O:5]1, predict the reactants needed to synthesize it. The reactants are: [CH3:1][C:2]1([CH3:22])[C:6]([CH3:8])([CH3:7])[O:5][B:4]([C:9]2[CH2:14][CH2:13][N:12](C(OC(C)(C)C)=O)[CH2:11][CH:10]=2)[O:3]1.[ClH:23]. (2) Given the product [NH2:35][CH2:34][C:24]1([C:27]2[CH:28]=[CH:29][C:30]([Cl:33])=[CH:31][CH:32]=2)[CH2:25][CH2:26][N:21]([C:2]2[CH:11]=[C:10]3[C:5]([C:6](=[O:13])[NH:7][C:8]([CH3:12])=[N:9]3)=[CH:4][CH:3]=2)[CH2:22][CH2:23]1, predict the reactants needed to synthesize it. The reactants are: F[C:2]1[CH:11]=[C:10]2[C:5]([C:6](=[O:13])[NH:7][C:8]([CH3:12])=[N:9]2)=[CH:4][CH:3]=1.C(OC([N:21]1[CH2:26][CH2:25][C:24]([CH2:34][NH2:35])([C:27]2[CH:32]=[CH:31][C:30]([Cl:33])=[CH:29][CH:28]=2)[CH2:23][CH2:22]1)=O)(C)(C)C. (3) The reactants are: [O:1]=[C:2]1[CH2:10][C:9]2[C:4](=[CH:5][CH:6]=[C:7]([C:11]([C:13]3[CH:14]=[C:15]([NH:19][C:20](=[O:22])[CH3:21])[CH:16]=[CH:17][CH:18]=3)=[O:12])[CH:8]=2)[NH:3]1.[CH:23](OCC)=[O:24].[O-]CC.[Na+].Cl. Given the product [OH:24][CH:23]=[C:10]1[C:9]2[C:4](=[CH:5][CH:6]=[C:7]([C:11]([C:13]3[CH:14]=[C:15]([NH:19][C:20](=[O:22])[CH3:21])[CH:16]=[CH:17][CH:18]=3)=[O:12])[CH:8]=2)[NH:3][C:2]1=[O:1], predict the reactants needed to synthesize it. (4) Given the product [CH:1]1([CH2:4][N:5]([C:29](=[O:30])[CH:28]([CH3:32])[CH3:27])[C:6]2[N:7]=[CH:8][C:9]([O:12][C:13]3[CH:14]=[C:15]([CH:20]=[C:21]([O:23][CH:24]([CH3:26])[CH3:25])[CH:22]=3)[C:16]([O:18][CH3:19])=[O:17])=[N:10][CH:11]=2)[CH2:3][CH2:2]1, predict the reactants needed to synthesize it. The reactants are: [CH:1]1([CH2:4][NH:5][C:6]2[N:7]=[CH:8][C:9]([O:12][C:13]3[CH:14]=[C:15]([CH:20]=[C:21]([O:23][CH:24]([CH3:26])[CH3:25])[CH:22]=3)[C:16]([O:18][CH3:19])=[O:17])=[N:10][CH:11]=2)[CH2:3][CH2:2]1.[CH3:27][CH:28]([CH3:32])[C:29](Cl)=[O:30]. (5) Given the product [F:30][C:31]1[CH:32]=[C:33]([CH:36]=[CH:37][CH:38]=1)[CH2:34][NH:35][C:12]1[C:9]2[CH2:10][CH2:11][N:5]([C:3](=[O:4])[C:2]([F:1])([F:28])[F:29])[CH2:6][CH2:7][C:8]=2[CH:15]=[CH:14][C:13]=1[C:16]([F:17])([F:18])[F:19], predict the reactants needed to synthesize it. The reactants are: [F:1][C:2]([F:29])([F:28])[C:3]([N:5]1[CH2:11][CH2:10][C:9]2[C:12](OS(C(F)(F)F)(=O)=O)=[C:13]([C:16]([F:19])([F:18])[F:17])[CH:14]=[CH:15][C:8]=2[CH2:7][CH2:6]1)=[O:4].[F:30][C:31]1[CH:32]=[C:33]([CH:36]=[CH:37][CH:38]=1)[CH2:34][NH2:35].